From a dataset of Reaction yield outcomes from USPTO patents with 853,638 reactions. Predict the reaction yield, written as a fraction of the theoretical maximum amount of product (1.0 means a 100% yield; for example, 0.34 means a 34% yield). (1) The reactants are FC(F)(F)S(O[C:7]1[CH:12]=[CH:11][CH:10]=[C:9]([C:13]([CH3:16])([CH3:15])[CH3:14])[C:8]=1[O:17][CH2:18][C:19]1[CH:24]=[CH:23][CH:22]=[CH:21][CH:20]=1)(=O)=O.[CH:27]([C:29]1[CH:30]=[C:31](B(O)O)[CH:32]=[CH:33][CH:34]=1)=[O:28].C(COC)OC.C(=O)(O)[O-].[Na+]. The catalyst is O.C(OCC)(=O)C.[Pd](Cl)Cl.C1(P(C2C=CC=CC=2)C2C=CC=CC=2)C=CC=CC=1.C1(P(C2C=CC=CC=2)C2C=CC=CC=2)C=CC=CC=1. The product is [CH2:18]([O:17][C:8]1[C:9]([C:13]([CH3:16])([CH3:15])[CH3:14])=[CH:10][CH:11]=[CH:12][C:7]=1[C:33]1[CH:32]=[CH:31][CH:30]=[C:29]([CH:27]=[O:28])[CH:34]=1)[C:19]1[CH:24]=[CH:23][CH:22]=[CH:21][CH:20]=1. The yield is 0.990. (2) The reactants are C[N:2]([C:19]1[CH:20]=[N:21][CH:22]=[CH:23][C:24]=1N1CCCCC1C)[C:3](=O)C1C=C(C(F)(F)F)C=C(C(F)(F)F)C=1.[F:32][C:33]1[C:34](B2OC(C)(C)C(C)(C)O2)=[N:35][CH:36]=[CH:37][CH:38]=1.C(=O)([O-])[O-].[Cs+].[Cs+]. The catalyst is CN(C=O)C.CC([O-])=O.CC([O-])=O.[Pd+2].C1C=CC(P(C2C=CC=CC=2)[C-]2C=CC=C2)=CC=1.C1C=CC(P(C2C=CC=CC=2)[C-]2C=CC=C2)=CC=1.[Fe+2].Cl[Cu]. The product is [F:32][C:33]1[C:34]([C:24]2[CH:23]=[CH:22][N:21]=[CH:20][C:19]=2[NH:2][CH3:3])=[N:35][CH:36]=[CH:37][CH:38]=1. The yield is 0.920. (3) The reactants are F[C:2]1[CH:9]=[C:8]([F:10])[CH:7]=[CH:6][C:3]=1[C:4]#[N:5].[NH2:11][CH2:12][CH:13]([OH:16])[CH2:14][OH:15].C(N(C(C)C)C(C)C)C.[NH4+].[Cl-]. The yield is 0.414. The product is [OH:16][CH:13]([CH2:14][OH:15])[CH2:12][NH:11][C:2]1[CH:9]=[C:8]([F:10])[CH:7]=[CH:6][C:3]=1[C:4]#[N:5]. The catalyst is CS(C)=O. (4) The reactants are [CH:1]1[C:6]([N+:7]([O-:9])=[O:8])=[CH:5][C:4]([Cl:10])=[C:3]([NH:11][C:12]([C:14]2[CH:15]=[C:16]([Cl:21])[CH:17]=[CH:18][C:19]=2[OH:20])=[O:13])[CH:2]=1.C1C=CC(P(C2C=CC=CC=2)C2C=CC=CC=2)=CC=1.[N:41]1([CH2:47][CH2:48]O)[CH2:46][CH2:45][O:44][CH2:43][CH2:42]1.CC(OC(/N=N/C(OC(C)C)=O)=O)C. The catalyst is C1COCC1. The product is [Cl:21][C:16]1[CH:17]=[CH:18][C:19]([O:20][CH2:48][CH2:47][N:41]2[CH2:46][CH2:45][O:44][CH2:43][CH2:42]2)=[C:14]([CH:15]=1)[C:12]([NH:11][C:3]1[CH:2]=[CH:1][C:6]([N+:7]([O-:9])=[O:8])=[CH:5][C:4]=1[Cl:10])=[O:13]. The yield is 0.590. (5) The reactants are [Cl:1][C:2]1[CH:8]=[CH:7][C:6]([N+:9]([O-:11])=[O:10])=[CH:5][C:3]=1N.S(=O)(=O)(O)O.N([O-])=O.[Na+].[I-:21].[K+]. The catalyst is O. The product is [Cl:1][C:2]1[CH:8]=[CH:7][C:6]([N+:9]([O-:11])=[O:10])=[CH:5][C:3]=1[I:21]. The yield is 0.730. (6) The reactants are [Cl:1][C:2]1[CH:23]=[C:22]([C:24]([F:27])([F:26])[F:25])[CH:21]=[CH:20][C:3]=1[CH2:4][N:5]1[C:9]([CH2:10][CH2:11][C:12]([O:14]CC)=[O:13])=[CH:8][C:7]([CH:17]([CH3:19])[CH3:18])=[N:6]1.[OH-].[Na+].O1CCCC1. The catalyst is C(O)C. The product is [Cl:1][C:2]1[CH:23]=[C:22]([C:24]([F:27])([F:25])[F:26])[CH:21]=[CH:20][C:3]=1[CH2:4][N:5]1[C:9]([CH2:10][CH2:11][C:12]([OH:14])=[O:13])=[CH:8][C:7]([CH:17]([CH3:19])[CH3:18])=[N:6]1. The yield is 0.680. (7) The product is [Br:1][C:2]1[CH:3]=[C:4]2[C:8](=[CH:9][CH:10]=1)[NH:7][C:6](=[O:11])[C:5]2=[N:25][NH:24][C:22](=[O:23])[C:21]1[CH:26]=[CH:27][C:18]([C:17]2[NH:16][N:15]=[N:14][N:13]=2)=[CH:19][CH:20]=1. The catalyst is C(O)(=O)C. The reactants are [Br:1][C:2]1[CH:3]=[C:4]2[C:8](=[CH:9][CH:10]=1)[NH:7][C:6](=[O:11])[C:5]2=O.[NH:13]1[C:17]([C:18]2[CH:27]=[CH:26][C:21]([C:22]([NH:24][NH2:25])=[O:23])=[CH:20][CH:19]=2)=[N:16][N:15]=[N:14]1. The yield is 0.530. (8) The reactants are [F:1][C:2]1[CH:3]=[C:4]2[C:8](=[CH:9][CH:10]=1)[NH:7][C:6](=[O:11])[CH2:5]2.C[Si]([N-][Si](C)(C)C)(C)C.[Li+].[Cl:22][C:23]1[N:28]=[CH:27][C:26]2[C:29](=O)[O:30][CH:31]([CH2:32][CH2:33][CH3:34])[C:25]=2[C:24]=1[Cl:36].Cl. The catalyst is C1COCC1. The product is [Cl:22][C:23]1[N:28]=[CH:27][C:26]2[C:29](=[C:5]3[C:4]4[C:8](=[CH:9][CH:10]=[C:2]([F:1])[CH:3]=4)[NH:7][C:6]3=[O:11])[O:30][CH:31]([CH2:32][CH2:33][CH3:34])[C:25]=2[C:24]=1[Cl:36]. The yield is 0.360.